From a dataset of Catalyst prediction with 721,799 reactions and 888 catalyst types from USPTO. Predict which catalyst facilitates the given reaction. (1) Reactant: [CH:1]1([CH2:4][N:5]2[C:14](=[O:15])[C:13]3([CH2:19][CH2:18][CH2:17][CH2:16]3)[C:12]3[C:7](=[CH:8][C:9]([N+:20]([O-])=O)=[CH:10][CH:11]=3)[C:6]2=[O:23])[CH2:3][CH2:2]1.[H][H]. Product: [NH2:20][C:9]1[CH:8]=[C:7]2[C:12]([C:13]3([CH2:19][CH2:18][CH2:17][CH2:16]3)[C:14](=[O:15])[N:5]([CH2:4][CH:1]3[CH2:2][CH2:3]3)[C:6]2=[O:23])=[CH:11][CH:10]=1. The catalyst class is: 43. (2) Reactant: Cl[C:2]1[CH:7]=[CH:6][CH:5]=[CH:4][C:3]=1[O:8][CH3:9].[C:10]1([NH:16][C:17]2[CH:22]=[CH:21][CH:20]=[CH:19][CH:18]=2)[CH:15]=[CH:14][CH:13]=[CH:12][CH:11]=1.CC(C)([O-])C.[Na+]. Product: [CH3:9][O:8][C:3]1[CH:4]=[CH:5][CH:6]=[CH:7][C:2]=1[N:16]([C:17]1[CH:18]=[CH:19][CH:20]=[CH:21][CH:22]=1)[C:10]1[CH:15]=[CH:14][CH:13]=[CH:12][CH:11]=1. The catalyst class is: 11. (3) Product: [Cl:1][C:2]1[CH:3]=[CH:4][C:5]([C:44]([N:46]2[C@H:55]([CH3:56])[CH2:54][C:53]3[C:48](=[CH:49][CH:50]=[CH:51][CH:52]=3)[CH2:47]2)=[O:45])=[C:6]([C:8]2[N:12]3[CH2:13][CH2:14][N:15]([C:17]([O:19][C:20]([CH3:23])([CH3:22])[CH3:21])=[O:18])[CH2:16][C:11]3=[C:10]([C:24](=[O:43])[N:25]([C:36]3[CH:41]=[CH:40][C:39]([O:42][C:64](=[O:69])[C:65]([CH3:68])([CH3:67])[CH3:66])=[CH:38][CH:37]=3)[C:26]3[CH:27]=[C:28]4[C:32](=[CH:33][CH:34]=3)[N:31]([CH3:35])[CH:30]=[CH:29]4)[CH:9]=2)[CH:7]=1. Reactant: [Cl:1][C:2]1[CH:3]=[CH:4][C:5]([C:44]([N:46]2[C@H:55]([CH3:56])[CH2:54][C:53]3[C:48](=[CH:49][CH:50]=[CH:51][CH:52]=3)[CH2:47]2)=[O:45])=[C:6]([C:8]2[N:12]3[CH2:13][CH2:14][N:15]([C:17]([O:19][C:20]([CH3:23])([CH3:22])[CH3:21])=[O:18])[CH2:16][C:11]3=[C:10]([C:24](=[O:43])[N:25]([C:36]3[CH:41]=[CH:40][C:39]([OH:42])=[CH:38][CH:37]=3)[C:26]3[CH:27]=[C:28]4[C:32](=[CH:33][CH:34]=3)[N:31]([CH3:35])[CH:30]=[CH:29]4)[CH:9]=2)[CH:7]=1.C(N(CC)CC)C.[C:64](Cl)(=[O:69])[C:65]([CH3:68])([CH3:67])[CH3:66]. The catalyst class is: 4. (4) Reactant: [Cl:1][C:2]1[CH:7]=[CH:6][N:5]=[C:4](C(O)=O)[CH:3]=1.CC[N:13]([CH2:16]C)CC.C1(P(N=[N+]=[N-])(C2C=CC=CC=2)=[O:25])C=CC=CC=1.[CH3:35][O:36][C:37]1[CH:38]=[C:39]([C@@:45]23[CH2:53][CH2:52][C@@H:51]([NH2:54])[CH2:50][C@@H:49]2[N:48]([CH3:55])[CH2:47][CH2:46]3)[CH:40]=[CH:41][C:42]=1[O:43][CH3:44]. Product: [Cl:1][C:2]1[CH:7]=[CH:6][N:5]=[C:4]([NH:13][C:16]([NH:54][C@H:51]2[CH2:50][C@H:49]3[C@:45]([C:39]4[CH:40]=[CH:41][C:42]([O:43][CH3:44])=[C:37]([O:36][CH3:35])[CH:38]=4)([CH2:46][CH2:47][N:48]3[CH3:55])[CH2:53][CH2:52]2)=[O:25])[CH:3]=1. The catalyst class is: 308. (5) Reactant: [OH:1][C:2]1[CH:3]=[C:4]([CH:8]=[CH:9][CH:10]=1)[C:5]([OH:7])=[O:6].[CH:11]1([N:17]=[C:18]=[O:19])[CH2:16][CH2:15][CH2:14][CH2:13][CH2:12]1.C(N(CC)CC)C.Cl. Product: [CH:11]1([NH:17][C:18]([O:1][C:2]2[CH:3]=[C:4]([CH:8]=[CH:9][CH:10]=2)[C:5]([OH:7])=[O:6])=[O:19])[CH2:16][CH2:15][CH2:14][CH2:13][CH2:12]1. The catalyst class is: 10. (6) Reactant: CN(C)[CH:3]=[CH:4][C:5]([C:7]1[CH:12]=[CH:11][C:10]([O:13][CH3:14])=[CH:9][C:8]=1[OH:15])=[O:6].[I:17]N1C(=O)CCC1=O.CO. Product: [I:17][C:4]1[C:5](=[O:6])[C:7]2[C:8](=[CH:9][C:10]([O:13][CH3:14])=[CH:11][CH:12]=2)[O:15][CH:3]=1. The catalyst class is: 22. (7) Reactant: Cl[C:2]1[N:7]2[N:8]=[CH:9][CH:10]=[C:6]2[N:5]=[C:4]([CH:11]2[CH2:15][CH2:14][N:13]([C:16]([O:18][C:19]([CH3:22])([CH3:21])[CH3:20])=[O:17])[CH2:12]2)[CH:3]=1.[NH3:23]. Product: [NH2:23][C:2]1[N:7]2[N:8]=[CH:9][CH:10]=[C:6]2[N:5]=[C:4]([CH:11]2[CH2:15][CH2:14][N:13]([C:16]([O:18][C:19]([CH3:22])([CH3:21])[CH3:20])=[O:17])[CH2:12]2)[CH:3]=1. The catalyst class is: 5. (8) Reactant: P(Cl)(Cl)(Cl)=O.[O:6]1[CH2:11][CH2:10][N:9]([C:12]2[CH:17]=[C:16]([N:18]3[CH2:23][CH2:22][O:21][CH2:20][CH2:19]3)[N:15]=[C:14]([N:24]3[CH2:29][CH2:28][N:27]([C:30]4[CH:35]=[CH:34][CH:33]=[CH:32][CH:31]=4)[CH2:26][CH2:25]3)[N:13]=2)[CH2:8][CH2:7]1.[OH-].[Na+].[C:38](OCC)(=[O:40])C. Product: [O:6]1[CH2:11][CH2:10][N:9]([C:12]2[C:17]([CH:38]=[O:40])=[C:16]([N:18]3[CH2:23][CH2:22][O:21][CH2:20][CH2:19]3)[N:15]=[C:14]([N:24]3[CH2:25][CH2:26][N:27]([C:30]4[CH:35]=[CH:34][CH:33]=[CH:32][CH:31]=4)[CH2:28][CH2:29]3)[N:13]=2)[CH2:8][CH2:7]1. The catalyst class is: 9.